Dataset: Forward reaction prediction with 1.9M reactions from USPTO patents (1976-2016). Task: Predict the product of the given reaction. (1) Given the reactants [F:1][C:2]1[CH:3]=[C:4]([CH:19]=[C:20]([F:22])[CH:21]=1)[CH2:5][C@H:6]([NH:11][C:12](=[O:18])[O:13][C:14]([CH3:17])([CH3:16])[CH3:15])[C:7](=[O:10])[CH:8]=[CH2:9].[BH4-].[Na+].[Cl-].[Ce+3].[Cl-].[Cl-], predict the reaction product. The product is: [F:1][C:2]1[CH:3]=[C:4]([CH:19]=[C:20]([F:22])[CH:21]=1)[CH2:5][C@H:6]([NH:11][C:12](=[O:18])[O:13][C:14]([CH3:16])([CH3:17])[CH3:15])[CH:7]([OH:10])[CH:8]=[CH2:9]. (2) Given the reactants [Si:1]([O:8][CH2:9][C@H:10]([CH2:26][CH2:27][OH:28])[CH2:11][C@H:12]1[CH2:16][O:15][C:14]([CH3:18])([CH3:17])[N:13]1[C:19]([O:21][C:22]([CH3:25])([CH3:24])[CH3:23])=[O:20])([C:4]([CH3:7])([CH3:6])[CH3:5])([CH3:3])[CH3:2].[CH3:29][S:30](Cl)(=[O:32])=[O:31], predict the reaction product. The product is: [Si:1]([O:8][CH2:9][C@H:10]([CH2:26][CH2:27][O:28][S:30]([CH3:29])(=[O:32])=[O:31])[CH2:11][C@H:12]1[CH2:16][O:15][C:14]([CH3:18])([CH3:17])[N:13]1[C:19]([O:21][C:22]([CH3:25])([CH3:24])[CH3:23])=[O:20])([C:4]([CH3:7])([CH3:5])[CH3:6])([CH3:3])[CH3:2].